Predict the product of the given reaction. From a dataset of Forward reaction prediction with 1.9M reactions from USPTO patents (1976-2016). (1) The product is: [CH3:1][O:2][C:3](=[O:19])[C:4]1[CH:9]=[C:8]([N+:10]([O-:12])=[O:11])[C:7]([N:13]([C:14](=[O:16])[CH3:15])[CH3:20])=[CH:6][C:5]=1[O:17][CH3:18]. Given the reactants [CH3:1][O:2][C:3](=[O:19])[C:4]1[CH:9]=[C:8]([N+:10]([O-:12])=[O:11])[C:7]([NH:13][C:14](=[O:16])[CH3:15])=[CH:6][C:5]=1[O:17][CH3:18].[CH3:20]OS(C)(=O)=O.C([O-])([O-])=O.[K+].[K+], predict the reaction product. (2) Given the reactants Br[C:2]1[CH:7]=[CH:6][C:5]([Br:8])=[CH:4][N:3]=1.[CH:9]1([CH2:12][OH:13])[CH2:11][CH2:10]1, predict the reaction product. The product is: [CH:9]1([CH2:12][O:13][C:2]2[CH:7]=[CH:6][C:5]([Br:8])=[CH:4][N:3]=2)[CH2:11][CH2:10]1. (3) The product is: [Br:1][C:2]1[C:3]([O:12][CH2:26][C@H:31]2[CH2:30][C@@H:29]2[C:28]2[CH:27]=[CH:48][C:52]([O:51][CH3:50])=[CH:38][N:40]=2)=[N:4][C:5]2[C:10]([CH:11]=1)=[N:9][CH:8]=[CH:7][CH:6]=2. Given the reactants [Br:1][C:2]1[C:3]([OH:12])=[N:4][C:5]2[C:10]([CH:11]=1)=[N:9][CH:8]=[CH:7][CH:6]=2.[C:26]1(P([C:26]2[CH:31]=[CH:30][CH:29]=[CH:28][CH:27]=2)[C:26]2[CH:31]=[CH:30][CH:29]=[CH:28][CH:27]=2)[CH:31]=[CH:30][CH:29]=[CH:28][CH:27]=1.CO.CC(O[C:38](/[N:40]=N/C(OC(C)C)=O)=O)C.[CH2:48]1[CH2:52][O:51][CH2:50]C1, predict the reaction product. (4) Given the reactants C([N:8]1[C:16]2[C:11](=[CH:12][CH:13]=[C:14]([OH:17])[CH:15]=2)[C:10]([CH2:18][CH3:19])=[N:9]1)C1C=CC=CC=1.[ClH:20], predict the reaction product. The product is: [ClH:20].[CH2:18]([C:10]1[C:11]2[C:16](=[CH:15][C:14]([OH:17])=[CH:13][CH:12]=2)[NH:8][N:9]=1)[CH3:19].